Dataset: Catalyst prediction with 721,799 reactions and 888 catalyst types from USPTO. Task: Predict which catalyst facilitates the given reaction. Reactant: I[C:2]1[CH:3]=[C:4]([O:21][C:22]([F:25])([F:24])[F:23])[CH:5]=[C:6]2[C:11]=1[O:10][CH:9]([C:12]([F:15])([F:14])[F:13])[C:8]([C:16]([O:18][CH2:19][CH3:20])=[O:17])=[CH:7]2.[N:26]1[CH:31]=[CH:30][C:29]([C:32]#[CH:33])=[CH:28][CH:27]=1. The catalyst class is: 432. Product: [N:26]1[CH:31]=[CH:30][C:29]([C:32]#[C:33][C:2]2[CH:3]=[C:4]([O:21][C:22]([F:24])([F:23])[F:25])[CH:5]=[C:6]3[C:11]=2[O:10][CH:9]([C:12]([F:14])([F:15])[F:13])[C:8]([C:16]([O:18][CH2:19][CH3:20])=[O:17])=[CH:7]3)=[CH:28][CH:27]=1.